This data is from Catalyst prediction with 721,799 reactions and 888 catalyst types from USPTO. The task is: Predict which catalyst facilitates the given reaction. Reactant: [F:1][C:2]1[CH:23]=[CH:22][C:5]([CH2:6][C:7]2[N:11]([CH:12]3[CH2:15][NH:14][CH2:13]3)[N:10]=[C:9]([C:16]3[CH:21]=[CH:20][N:19]=[CH:18][CH:17]=3)[CH:8]=2)=[CH:4][CH:3]=1.C1C=CC2N(O)N=NC=2C=1.CCN=C=NCCCN(C)C.CN1CCOCC1.[NH:52]1[CH:56]=[CH:55][N:54]=[C:53]1[C:57](O)=[O:58]. Product: [F:1][C:2]1[CH:23]=[CH:22][C:5]([CH2:6][C:7]2[N:11]([CH:12]3[CH2:13][N:14]([C:57]([C:53]4[NH:52][CH:56]=[CH:55][N:54]=4)=[O:58])[CH2:15]3)[N:10]=[C:9]([C:16]3[CH:21]=[CH:20][N:19]=[CH:18][CH:17]=3)[CH:8]=2)=[CH:4][CH:3]=1. The catalyst class is: 215.